From a dataset of Full USPTO retrosynthesis dataset with 1.9M reactions from patents (1976-2016). Predict the reactants needed to synthesize the given product. Given the product [CH3:26][C:24]1([CH3:27])[CH2:23][C:22]([CH3:28])([CH3:29])[CH2:21][CH:20]([C:15]2[CH:16]=[CH:17][CH:18]=[CH:19][C:14]=2[C:11]2[CH2:12][CH2:13][NH:8][CH2:9][CH:10]=2)[CH2:25]1, predict the reactants needed to synthesize it. The reactants are: C(OC([N:8]1[CH2:13][CH:12]=[C:11]([C:14]2[CH:19]=[CH:18][CH:17]=[CH:16][C:15]=2[CH:20]2[CH2:25][C:24]([CH3:27])([CH3:26])[CH2:23][C:22]([CH3:29])([CH3:28])[CH2:21]2)[CH2:10][CH2:9]1)=O)(C)(C)C.FC(F)(F)C(O)=O.